From a dataset of Forward reaction prediction with 1.9M reactions from USPTO patents (1976-2016). Predict the product of the given reaction. (1) Given the reactants C1C=CC(P(C2C(C3C(P(C4C=CC=CC=4)C4C=CC=CC=4)=CC=C4C=3C=CC=C4)=C3C(C=CC=C3)=CC=2)C2C=CC=CC=2)=CC=1.N#N.[CH3:49][O:50][C:51]1[CH:52]=[C:53]([CH:55]=[C:56]([O:58][CH2:59][CH2:60][O:61][CH2:62][CH2:63][O:64][CH2:65][CH2:66][O:67][CH3:68])[CH:57]=1)[NH2:54].Cl[C:70]1[CH:75]=[C:74]([O:76][C:77]2[C:86]3[C:81](=[CH:82][CH:83]=[CH:84][CH:85]=3)[C:80]([NH:87][C:88](=[O:94])[O:89][C:90]([CH3:93])([CH3:92])[CH3:91])=[CH:79][CH:78]=2)[CH:73]=[CH:72][N:71]=1, predict the reaction product. The product is: [CH3:49][O:50][C:51]1[CH:52]=[C:53]([NH:54][C:70]2[CH:75]=[C:74]([O:76][C:77]3[C:86]4[C:81](=[CH:82][CH:83]=[CH:84][CH:85]=4)[C:80]([NH:87][C:88](=[O:94])[O:89][C:90]([CH3:92])([CH3:91])[CH3:93])=[CH:79][CH:78]=3)[CH:73]=[CH:72][N:71]=2)[CH:55]=[C:56]([O:58][CH2:59][CH2:60][O:61][CH2:62][CH2:63][O:64][CH2:65][CH2:66][O:67][CH3:68])[CH:57]=1. (2) Given the reactants Br[C:2]1[CH:14]=[CH:13][CH:12]=[C:11]([CH3:15])[C:3]=1[O:4][CH:5]1[CH2:10][CH2:9][CH2:8][CH2:7][O:6]1.[N:16]1[CH:21]=[CH:20][C:19](B(O)O)=[CH:18][CH:17]=1.C([O-])([O-])=O.[Cs+].[Cs+], predict the reaction product. The product is: [CH3:15][C:11]1[C:3]([O:4][CH:5]2[CH2:10][CH2:9][CH2:8][CH2:7][O:6]2)=[C:2]([C:19]2[CH:20]=[CH:21][N:16]=[CH:17][CH:18]=2)[CH:14]=[CH:13][CH:12]=1. (3) Given the reactants [NH2:1][CH2:2][CH2:3][C:4]1[CH:9]=[CH:8][C:7]([OH:10])=[CH:6][CH:5]=1.[OH-].[Na+].[O:13](C(OC(C)(C)C)=O)[C:14]([O:16][C:17]([CH3:20])([CH3:19])[CH3:18])=O.C([O-])(O)=O.[Na+], predict the reaction product. The product is: [OH:10][C:7]1[CH:8]=[CH:9][C:4]([CH2:3][CH2:2][NH:1][C:14](=[O:13])[O:16][C:17]([CH3:20])([CH3:19])[CH3:18])=[CH:5][CH:6]=1. (4) The product is: [CH2:1]([O:3][C:4](=[O:21])[C@@H:5]([O:19][CH3:20])[CH2:6][C:7]1[CH:12]=[CH:11][C:10]([O:13][CH2:14][CH2:15][CH2:16][CH2:17][O:22][C:23]2[CH:24]=[CH:25][C:26]([C:27](=[O:28])[C:29]3[CH:34]=[CH:33][CH:32]=[CH:31][CH:30]=3)=[CH:35][CH:36]=2)=[CH:9][CH:8]=1)[CH3:2]. Given the reactants [CH2:1]([O:3][C:4](=[O:21])[C@@H:5]([O:19][CH3:20])[CH2:6][C:7]1[CH:12]=[CH:11][C:10]([O:13][CH2:14][CH2:15][CH2:16][CH2:17]Br)=[CH:9][CH:8]=1)[CH3:2].[OH:22][C:23]1[CH:36]=[CH:35][C:26]([C:27]([C:29]2[CH:34]=[CH:33][CH:32]=[CH:31][CH:30]=2)=[O:28])=[CH:25][CH:24]=1, predict the reaction product. (5) Given the reactants [OH:1][C:2]1[C:3]([CH3:18])=[C:4]2[C:9](=[C:10]([CH3:13])[C:11]=1[CH3:12])[O:8][C:7]([CH3:17])([C:14]([OH:16])=O)[CH2:6][CH2:5]2.C1N=CN(C(N2C=NC=C2)=O)C=1.[CH:31]1([NH2:34])[CH2:33][CH2:32]1, predict the reaction product. The product is: [CH:31]1([NH:34][C:14]([C:7]2([CH3:17])[CH2:6][CH2:5][C:4]3[C:9](=[C:10]([CH3:13])[C:11]([CH3:12])=[C:2]([OH:1])[C:3]=3[CH3:18])[O:8]2)=[O:16])[CH2:33][CH2:32]1.